Dataset: Full USPTO retrosynthesis dataset with 1.9M reactions from patents (1976-2016). Task: Predict the reactants needed to synthesize the given product. (1) Given the product [F:18][C:12]1[CH:13]=[C:14]([I:17])[CH:15]=[CH:16][C:11]=1[NH:10][C:3]1[C:2]([NH:1][S:22]([CH:19]2[CH2:21][CH2:20]2)(=[O:24])=[O:23])=[CH:7][N:6]([CH3:8])[C:5](=[O:9])[CH:4]=1, predict the reactants needed to synthesize it. The reactants are: [NH2:1][C:2]1[C:3]([NH:10][C:11]2[CH:16]=[CH:15][C:14]([I:17])=[CH:13][C:12]=2[F:18])=[CH:4][C:5](=[O:9])[N:6]([CH3:8])[CH:7]=1.[CH:19]1([S:22](Cl)(=[O:24])=[O:23])[CH2:21][CH2:20]1.Cl. (2) Given the product [CH3:24][N:25]1[C:30](=[O:31])[C:29]([NH:32][C:33]2[CH:38]=[CH:37][C:36]([N:39]3[CH2:44][CH2:43][N:42]([CH:45]4[CH2:46][O:47][CH2:48]4)[CH2:41][C@H:40]3[CH3:49])=[CH:35][N:34]=2)=[CH:28][C:27]([C:2]2[CH:7]=[CH:6][N:5]=[C:4]([N:8]3[C:20](=[O:21])[C:19]4[S:18][C:17]5[CH2:16][CH2:15][CH2:14][CH2:13][C:12]=5[C:11]=4[CH:10]=[N:9]3)[C:3]=2[CH:22]=[O:23])=[CH:26]1, predict the reactants needed to synthesize it. The reactants are: Cl[C:2]1[CH:7]=[CH:6][N:5]=[C:4]([N:8]2[C:20](=[O:21])[C:19]3[S:18][C:17]4[CH2:16][CH2:15][CH2:14][CH2:13][C:12]=4[C:11]=3[CH:10]=[N:9]2)[C:3]=1[CH:22]=[O:23].[CH3:24][N:25]1[C:30](=[O:31])[C:29]([NH:32][C:33]2[CH:38]=[CH:37][C:36]([N:39]3[CH2:44][CH2:43][N:42]([CH:45]4[CH2:48][O:47][CH2:46]4)[CH2:41][C@H:40]3[CH3:49])=[CH:35][N:34]=2)=[CH:28][C:27](C2C(C=O)=C(N3C=CN4C5CCCCC=5C=C4C3=O)N=CC=2)=[CH:26]1.[O-]P([O-])([O-])=O.[K+].[K+].[K+].C([O-])(=O)C.[Na+]. (3) Given the product [F:1][C:2]1[CH:28]=[CH:27][C:5]([CH2:6][NH:7][C:8]([C:10]2[N:11]=[C:12]([N:81]3[CH2:86][CH2:85][CH2:84][CH2:83][CH2:82]3)[CH:13]=[C:14]([O:24][CH3:25])[C:15]=2[O:16][CH2:17][C:18]2[CH:23]=[CH:22][CH:21]=[CH:20][CH:19]=2)=[O:9])=[CH:4][CH:3]=1, predict the reactants needed to synthesize it. The reactants are: [F:1][C:2]1[CH:28]=[CH:27][C:5]([CH2:6][NH:7][C:8]([C:10]2[C:15]([O:16][CH2:17][C:18]3[CH:23]=[CH:22][CH:21]=[CH:20][CH:19]=3)=[C:14]([O:24][CH3:25])[CH:13]=[C:12](Br)[N:11]=2)=[O:9])=[CH:4][CH:3]=1.C([O-])([O-])=O.[Cs+].[Cs+].C1C=CC(P(C2C(C3C(P(C4C=CC=CC=4)C4C=CC=CC=4)=CC=C4C=3C=CC=C4)=C3C(C=CC=C3)=CC=2)C2C=CC=CC=2)=CC=1.[NH:81]1[CH2:86][CH2:85][CH2:84][CH2:83][CH2:82]1. (4) Given the product [CH2:1]([C@H:3]1[C:11]2[C:6](=[CH:7][C:8]([C:12]([NH:13][C@H:14]([C:20]3[CH:21]=[CH:22][C:23]([S:26]([CH2:29][CH3:30])(=[O:28])=[O:27])=[CH:24][CH:25]=3)[CH2:15][C:16]([O:18][CH3:19])=[O:17])=[O:31])=[CH:9][CH:10]=2)[CH2:5][NH:4]1)[CH3:2], predict the reactants needed to synthesize it. The reactants are: [CH2:1]([C@H:3]1[C:11]2[C:6](=[CH:7][C:8]([C:12](=[O:31])[NH:13][C@H:14]([C:20]3[CH:25]=[CH:24][C:23]([S:26]([CH2:29][CH3:30])(=[O:28])=[O:27])=[CH:22][CH:21]=3)[CH2:15][C:16]([O:18][CH3:19])=[O:17])=[CH:9][CH:10]=2)[CH2:5][N:4]1C(OC(C)(C)C)=O)[CH3:2].Cl.O1CCOCC1. (5) Given the product [CH3:1][CH:2]1[CH2:11][N:10]2[CH:13]3[CH2:18][CH2:17][N:16]([C:19]([O:21][CH2:22][CH3:23])=[O:20])[CH2:15][CH:14]3[C:8]3[C:9]2=[C:4]([CH:5]=[CH:6][CH:7]=3)[N:3]1[C:24]([O:26][CH2:27][CH3:28])=[O:25], predict the reactants needed to synthesize it. The reactants are: [CH3:1][CH:2]1[C:11](=O)[N:10]2[CH:13]3[CH2:18][CH2:17][N:16]([C:19]([O:21][CH2:22][CH3:23])=[O:20])[CH2:15][CH:14]3[C:8]3[C:9]2=[C:4]([CH:5]=[CH:6][CH:7]=3)[N:3]1[C:24]([O:26][CH2:27][CH3:28])=[O:25].Cl. (6) Given the product [I:1][C:2]1[NH:18][C:5]2=[N:6][CH:7]=[C:8]([NH:10][C:11](=[O:17])[O:12][C:13]([CH3:14])([CH3:15])[CH3:16])[CH:9]=[C:4]2[CH:3]=1, predict the reactants needed to synthesize it. The reactants are: [I:1][C:2]1[N:18](S(C2C=CC=CC=2)(=O)=O)[C:5]2=[N:6][CH:7]=[C:8]([NH:10][C:11](=[O:17])[O:12][C:13]([CH3:16])([CH3:15])[CH3:14])[CH:9]=[C:4]2[CH:3]=1.O.O.O.[F-].C([N+](CCCC)(CCCC)CCCC)CCC.O. (7) Given the product [F:2][C:3]1[CH:4]=[C:5]([CH:8]=[CH:9][CH:10]=1)[CH2:6][C:13]1([N:12]([CH3:25])[CH3:11])[CH2:22][CH2:21][C:16]2([O:20][CH2:19][CH2:18][O:17]2)[CH2:15][CH2:14]1, predict the reactants needed to synthesize it. The reactants are: [Mg].[F:2][C:3]1[CH:4]=[C:5]([CH:8]=[CH:9][CH:10]=1)[CH2:6]Cl.[CH3:11][N:12]([CH3:25])[C:13]1(C#N)[CH2:22][CH2:21][C:16]2([O:20][CH2:19][CH2:18][O:17]2)[CH2:15][CH2:14]1.[Cl-].[NH4+].